From a dataset of Reaction yield outcomes from USPTO patents with 853,638 reactions. Predict the reaction yield, written as a fraction of the theoretical maximum amount of product (1.0 means a 100% yield; for example, 0.34 means a 34% yield). (1) The yield is 0.940. The reactants are [CH3:1][O:2][C:3](=[O:23])[C@@H:4]([CH:17]1[CH2:22][CH2:21][CH2:20][CH2:19][CH2:18]1)[N:5]1[C:14](=[O:15])[C:13]2[C:8](=[CH:9][CH:10]=[CH:11][CH:12]=2)[NH:7][C:6]1=[O:16].[I-].[CH3:25][N:26]1[C:34]2[C:29](=[C:30]([CH3:35])[CH:31]=[CH:32][CH:33]=2)[C:28]([CH2:36][N+](C)(C)C)=[CH:27]1.C(=O)([O-])[O-].[K+].[K+]. The product is [CH3:1][O:2][C:3](=[O:23])[C@@H:4]([CH:17]1[CH2:22][CH2:21][CH2:20][CH2:19][CH2:18]1)[N:5]1[C:14](=[O:15])[C:13]2[C:8](=[CH:9][CH:10]=[CH:11][CH:12]=2)[N:7]([CH2:36][C:28]2[C:29]3[C:34](=[CH:33][CH:32]=[CH:31][C:30]=3[CH3:35])[N:26]([CH3:25])[CH:27]=2)[C:6]1=[O:16]. The catalyst is CN(C=O)C.CCOC(C)=O. (2) The reactants are C([O-])([O-])=O.[K+].[K+].Br[CH2:8][CH2:9][CH2:10][Cl:11].[CH2:12]([NH:19][CH2:20][C:21]1[CH:26]=[CH:25][CH:24]=[CH:23][CH:22]=1)[C:13]1[CH:18]=[CH:17][CH:16]=[CH:15][CH:14]=1. The catalyst is C1CCCCC1. The product is [CH2:20]([N:19]([CH2:8][CH2:9][CH2:10][Cl:11])[CH2:12][C:13]1[CH:18]=[CH:17][CH:16]=[CH:15][CH:14]=1)[C:21]1[CH:26]=[CH:25][CH:24]=[CH:23][CH:22]=1. The yield is 0.530. (3) The catalyst is CN(C=O)C. The reactants are [CH2:1]([O:8][C:9]1[C:10]([C:23](O)=[O:24])=[N:11][CH:12]=[C:13]([O:15][CH2:16][C:17]2[CH:22]=[CH:21][CH:20]=[CH:19][CH:18]=2)[CH:14]=1)[C:2]1[CH:7]=[CH:6][CH:5]=[CH:4][CH:3]=1.[CH3:26]N(C)CCCN=C=NCC.ON1C2C=CC=CC=2N=N1.[NH2:47][C:48]([CH3:53])([CH3:52])[C:49]([OH:51])=[O:50].C(N(C(C)C)CC)(C)C. The product is [CH3:26][O:50][C:49](=[O:51])[C:48]([NH:47][C:23]([C:10]1[C:9]([O:8][CH2:1][C:2]2[CH:7]=[CH:6][CH:5]=[CH:4][CH:3]=2)=[CH:14][C:13]([O:15][CH2:16][C:17]2[CH:18]=[CH:19][CH:20]=[CH:21][CH:22]=2)=[CH:12][N:11]=1)=[O:24])([CH3:53])[CH3:52]. The yield is 0.450. (4) The reactants are [Br:1][C:2]1[CH:7]=[CH:6][C:5](F)=[C:4]([N+:9]([O-:11])=[O:10])[CH:3]=1.[CH2:12]([NH:16][C@@H:17]1[CH2:22][C@@H:21]2[CH2:23][C@H:18]1[CH2:19][CH2:20]2)[CH:13]([CH3:15])[CH3:14]. No catalyst specified. The product is [Br:1][C:2]1[CH:7]=[CH:6][C:5]([N:16]([CH2:12][CH:13]([CH3:15])[CH3:14])[C@@H:17]2[CH2:22][C@@H:21]3[CH2:23][C@H:18]2[CH2:19][CH2:20]3)=[C:4]([N+:9]([O-:11])=[O:10])[CH:3]=1. The yield is 0.510.